This data is from Full USPTO retrosynthesis dataset with 1.9M reactions from patents (1976-2016). The task is: Predict the reactants needed to synthesize the given product. Given the product [F:28][C:2]1([F:1])[CH2:3][CH2:4][N:5]([C:8](=[S:9])[NH2:10])[CH2:6][CH2:7]1, predict the reactants needed to synthesize it. The reactants are: [F:1][C:2]1([F:28])[CH2:7][CH2:6][N:5]([C:8]([NH:10]C(=O)OCC2C3C=CC=CC=3C3C2=CC=CC=3)=[S:9])[CH2:4][CH2:3]1.N1CCCCC1.